Dataset: Full USPTO retrosynthesis dataset with 1.9M reactions from patents (1976-2016). Task: Predict the reactants needed to synthesize the given product. (1) Given the product [CH3:20][O:19][C:17](=[O:18])[NH:1][CH2:2][CH2:3][C:4]1[CH:9]=[CH:8][C:7]([OH:10])=[CH:6][CH:5]=1, predict the reactants needed to synthesize it. The reactants are: [NH2:1][CH2:2][CH2:3][C:4]1[CH:9]=[CH:8][C:7]([OH:10])=[CH:6][CH:5]=1.C(=O)(O)[O-].[Na+].Cl[C:17]([O:19][CH3:20])=[O:18]. (2) Given the product [F:14][C:12]1[C:11]([C:15]2[CH:20]=[CH:19][C:18]([CH3:30])=[CH:17][CH:16]=2)=[C:10]([C:26]([F:27])([F:29])[F:28])[CH:9]=[C:8]([NH:7][C:4]2[NH:5][N:6]=[C:2]([NH2:1])[N:3]=2)[CH:13]=1, predict the reactants needed to synthesize it. The reactants are: [NH2:1][C:2]1[N:3]=[C:4]([NH:7][C:8]2[CH:13]=[C:12]([F:14])[C:11]([C:15]3[CH:20]=[CH:19][C:18](NS(C)(=O)=O)=[CH:17][CH:16]=3)=[C:10]([C:26]([F:29])([F:28])[F:27])[CH:9]=2)[NH:5][N:6]=1.[CH3:30]S(NC1C=CC(B(O)O)=CC=1)(=O)=O. (3) The reactants are: [NH2:1][CH:2]([CH3:18])[C:3]([O:5][CH2:6][CH2:7][CH2:8][CH2:9][CH2:10][CH2:11][CH2:12][CH2:13][CH2:14][CH2:15][CH2:16][CH3:17])=[O:4].C(=O)(O)[O-].[Na+].[CH2:24]([CH2:26]N)[OH:25]. Given the product [OH:25][CH2:24][CH2:26][NH:1][CH:2]([CH3:18])[C:3]([O:5][CH2:6][CH2:7][CH2:8][CH2:9][CH2:10][CH2:11][CH2:12][CH2:13][CH2:14][CH2:15][CH2:16][CH3:17])=[O:4], predict the reactants needed to synthesize it. (4) Given the product [NH2:6][C:5]1[CH:7]=[CH:8][C:2]([Cl:1])=[CH:3][C:4]=1[C:13]([C:15]1[CH:20]=[CH:19][N:18]=[CH:17][CH:16]=1)=[O:26], predict the reactants needed to synthesize it. The reactants are: [Cl:1][C:2]1[CH:8]=[CH:7][C:5]([NH2:6])=[CH:4][CH:3]=1.B(Cl)(Cl)Cl.[C:13]([C:15]1[CH:20]=[CH:19][N:18]=[CH:17][CH:16]=1)#N.[Al+3].[Cl-].[Cl-].[Cl-].Cl.[OH-:26].[Na+]. (5) Given the product [Cl:1][C:2]1[CH:7]=[CH:6][C:5]([C:8](=[O:25])[C:17]2[CH:16]=[C:27]([CH3:28])[C:14]([O:13][CH3:12])=[C:19]([O:20][CH3:21])[C:18]=2[O:22][CH3:23])=[CH:4][CH:3]=1, predict the reactants needed to synthesize it. The reactants are: [Cl:1][C:2]1[CH:7]=[CH:6][C:5]([C:8](Cl)(Cl)Cl)=[CH:4][CH:3]=1.[CH3:12][O:13][C:14]1C=[C:16](C)[CH:17]=[C:18]([O:22][CH3:23])[C:19]=1[O:20][CH3:21].[OH2:25].Cl[CH:27](Cl)[CH:28](Cl)Cl. (6) The reactants are: CN(C(ON1N=NC2C=CC=NC1=2)=[N+](C)C)C.F[P-](F)(F)(F)(F)F.C1C=NC2N(O)N=NC=2C=1.[NH:35](C(OC(C)(C)C)=O)[C@H:36]([C:42]([O:44]C(C)(C)C)=[O:43])[CH2:37][CH2:38][C:39](=O)[OH:40].Cl.C(N(CC)CC)C.[Cl:64][C:65]1[C:74]([NH2:75])=[CH:73][C:72]([Cl:76])=[CH:71][C:66]=1[C:67]([O:69]C)=[O:68]. Given the product [Cl:64][C:65]1[C:74]([NH:75][C:39](=[O:40])[CH2:38][CH2:37][C@@H:36]([C:42]([OH:44])=[O:43])[NH2:35])=[CH:73][C:72]([Cl:76])=[CH:71][C:66]=1[C:67]([OH:69])=[O:68], predict the reactants needed to synthesize it.